From a dataset of Full USPTO retrosynthesis dataset with 1.9M reactions from patents (1976-2016). Predict the reactants needed to synthesize the given product. Given the product [CH3:20][O:19][CH2:18][CH2:17][N:9]([CH2:8][CH2:7][N:5]1[CH:6]=[C:2]([B:21]2[O:25][C:24]([CH3:27])([CH3:26])[C:23]([CH3:29])([CH3:28])[O:22]2)[CH:3]=[N:4]1)[C:10](=[O:16])[O:11][C:12]([CH3:15])([CH3:14])[CH3:13], predict the reactants needed to synthesize it. The reactants are: Br[C:2]1[CH:3]=[N:4][N:5]([CH2:7][CH2:8][N:9]([CH2:17][CH2:18][O:19][CH3:20])[C:10](=[O:16])[O:11][C:12]([CH3:15])([CH3:14])[CH3:13])[CH:6]=1.[B:21]1([B:21]2[O:25][C:24]([CH3:27])([CH3:26])[C:23]([CH3:29])([CH3:28])[O:22]2)[O:25][C:24]([CH3:27])([CH3:26])[C:23]([CH3:29])([CH3:28])[O:22]1.C(O[K])(C)=O.